This data is from Experimentally validated miRNA-target interactions with 360,000+ pairs, plus equal number of negative samples. The task is: Binary Classification. Given a miRNA mature sequence and a target amino acid sequence, predict their likelihood of interaction. (1) The miRNA is hsa-miR-3186-3p with sequence UCACGCGGAGAGAUGGCUUUG. The protein sequence of the target gene is MSSIKIECVLPENCRCGESPVWEEVSNSLLFVDIPAKKVCRWDSFTKQVQRVTMDAPVSSVALRQSGGYVATIGTKFCALNWKEQSAVVLATVDNDKKNNRFNDGKVDPAGRYFAGTMAEETAPAVLERHQGALYSLFPDHHVKKYFDQVDISNGLDWSLDHKIFYYIDSLSYSVDAFDYDLQTGQISNRRSVYKLEKEEQIPDGMCIDAEGKLWVACYNGGRVIRLDPVTGKRLQTVKLPVDKTTSCCFGGKNYSEMYVTCARDGMDPEGLLRQPEAGGIFKITGLGVKGIAPYSYAG. Result: 0 (no interaction). (2) The protein sequence of the target gene is MSEETVPEAASPPPPQGQPYFDRFSEDDPEYMRLRNRAADLRQDFNLMEQKKRVTMILQSPSFREELEGLIQEQMKKGNNSSNIWALRQIADFMASTSHAVFPTSSMNVSMMTPINDLHTADSLNLAKGERLMRCKISSVYRLLDLYGWAQLSDTYVTLRVSKEQDHFLISPKGVSCSEVTASSLIKVNILGEVVEKGSSCFPVDTTGFCLHSAIYAARPDVRCIIHLHTPATAAVSAMKWGLLPVSHNALLVGDMAYYDFNGEMEQEADRINLQKCLGPTCKILVLRNHGVVALGDTVE.... The miRNA is hsa-miR-1290 with sequence UGGAUUUUUGGAUCAGGGA. Result: 1 (interaction). (3) The miRNA is hsa-miR-3129-5p with sequence GCAGUAGUGUAGAGAUUGGUUU. The protein sequence of the target gene is MWAVLRLALRPCARASPAGPRAYHGDSVASLGTQPDLGSALYQENYKQMKALVNQLHERVEHIKLGGGEKARALHISRGKLLPRERIDNLIDPGSPFLELSQFAGYQLYDNEEVPGGGIITGIGRVSGVECMIIANDATVKGGAYYPVTVKKQLRAQEIAMQNRLPCIYLVDSGGAYLPRQADVFPDRDHFGRTFYNQAIMSSKNIAQIAVVMGSCTAGGAYVPAMADENIIVRKQGTIFLAGPPLVKAATGEEVSAEDLGGADLHCRKSGVSDHWALDDHHALHLTRKVVRNLNYQKKL.... Result: 1 (interaction).